Predict the reactants needed to synthesize the given product. From a dataset of Full USPTO retrosynthesis dataset with 1.9M reactions from patents (1976-2016). Given the product [Br:18][CH2:16][C:15]([C:5]1[C:6]([C:9]2[CH:10]=[CH:11][CH:12]=[CH:13][CH:14]=2)=[N:7][O:8][C:4]=1[CH:1]1[CH2:3][CH2:2]1)=[O:17], predict the reactants needed to synthesize it. The reactants are: [CH:1]1([C:4]2[O:8][N:7]=[C:6]([C:9]3[CH:14]=[CH:13][CH:12]=[CH:11][CH:10]=3)[C:5]=2[C:15](=[O:17])[CH3:16])[CH2:3][CH2:2]1.[Br:18]Br.